From a dataset of Forward reaction prediction with 1.9M reactions from USPTO patents (1976-2016). Predict the product of the given reaction. Given the reactants [CH2:1]1[C@@H:3]2[CH2:4][C:5]3[C:6]([C:10]([OH:12])=[O:11])=[N:7][NH:8][C:9]=3[C@H:2]12.[C:13](O)([CH3:16])([CH3:15])[CH3:14].C(O)(C(F)(F)F)=O, predict the reaction product. The product is: [C:13]([N:8]1[C:9]2[C@@H:2]3[CH2:1][C@@H:3]3[CH2:4][C:5]=2[C:6]([C:10]([OH:12])=[O:11])=[N:7]1)([CH3:16])([CH3:15])[CH3:14].